From a dataset of Full USPTO retrosynthesis dataset with 1.9M reactions from patents (1976-2016). Predict the reactants needed to synthesize the given product. (1) The reactants are: [C:1]([O:5][C:6]([NH:8][CH:9]([C:16]1[CH:21]=[CH:20][CH:19]=[CH:18][CH:17]=1)[CH2:10][CH2:11][C:12](OC)=[O:13])=[O:7])([CH3:4])([CH3:3])[CH3:2].CC(C[Al]CC(C)C)C. Given the product [C:1]([O:5][C:6]([NH:8][CH:9]([C:16]1[CH:17]=[CH:18][CH:19]=[CH:20][CH:21]=1)[CH2:10][CH2:11][CH2:12][OH:13])=[O:7])([CH3:4])([CH3:2])[CH3:3], predict the reactants needed to synthesize it. (2) The reactants are: [C:1]([C:3]1[CH:4]=[C:5]([CH:7]=[CH:8][CH:9]=1)[NH2:6])#[CH:2].I[C:11]1[CH:12]=[C:13]([NH:17][C:18](=[O:24])[O:19][C:20]([CH3:23])([CH3:22])[CH3:21])[CH:14]=[CH:15][CH:16]=1.C(N(CC)C(C)C)(C)C. Given the product [NH2:6][C:5]1[CH:4]=[C:3]([C:1]#[C:2][C:11]2[CH:12]=[C:13]([NH:17][C:18](=[O:24])[O:19][C:20]([CH3:22])([CH3:21])[CH3:23])[CH:14]=[CH:15][CH:16]=2)[CH:9]=[CH:8][CH:7]=1, predict the reactants needed to synthesize it.